From a dataset of Full USPTO retrosynthesis dataset with 1.9M reactions from patents (1976-2016). Predict the reactants needed to synthesize the given product. (1) Given the product [CH2:16]([O:20][C:5]1[N:9]=[C:8]([N:10]2[CH2:11][CH2:12][S:13][CH2:14][CH2:15]2)[S:7][N:6]=1)[C:17]#[C:18][CH3:19], predict the reactants needed to synthesize it. The reactants are: CS([C:5]1[N:9]=[C:8]([N:10]2[CH2:15][CH2:14][S:13][CH2:12][CH2:11]2)[S:7][N:6]=1)(=O)=O.[CH2:16]([OH:20])[C:17]#[C:18][CH3:19].[H-].[Na+]. (2) Given the product [Br:1][C:2]1[O:6][C:5]([C:7]([NH:13][C:12]2[C:11]([F:10])=[CH:17][CH:16]=[CH:15][C:14]=2[F:18])=[O:9])=[CH:4][CH:3]=1, predict the reactants needed to synthesize it. The reactants are: [Br:1][C:2]1[O:6][C:5]([C:7]([OH:9])=O)=[CH:4][CH:3]=1.[F:10][C:11]1[CH:17]=[CH:16][CH:15]=[C:14]([F:18])[C:12]=1[NH2:13].CCN(C(C)C)C(C)C.CN(C(ON1N=NC2C=CC=NC1=2)=[N+](C)C)C.F[P-](F)(F)(F)(F)F. (3) Given the product [CH2:7]([C:6]1[CH:5]=[CH:4][C:3]([CH3:2])=[CH:29][CH:28]=1)[CH:8]=[CH:35][CH2:36][CH2:37]/[CH:38]=[CH:39]/[CH2:40][CH2:41][CH2:42][CH2:43][CH3:44], predict the reactants needed to synthesize it. The reactants are: [Br-].[CH3:2][C:3]1[CH:29]=[CH:28][C:6]([CH2:7][CH2:8][P+](C2C=CC=CC=2)(C2C=CC=CC=2)C2C=CC=CC=2)=[CH:5][CH:4]=1.[Li]CCCC.[CH:35](=O)[CH2:36][CH2:37]/[CH:38]=[CH:39]/[CH2:40][CH2:41][CH2:42][CH2:43][CH3:44]. (4) Given the product [O:1]1[CH2:6][CH2:5][CH2:4][CH2:3][CH:2]1[O:7][CH2:8][C:9]1([OH:11])[CH2:15][CH2:14]1, predict the reactants needed to synthesize it. The reactants are: [O:1]1[CH2:6][CH2:5][CH2:4][CH2:3][CH:2]1[O:7][CH2:8][C:9]([O:11]CC)=O.[CH2:14]([Mg]Br)[CH3:15]. (5) Given the product [F:1][C:2]1[CH:11]=[CH:10][CH:9]=[C:8]2[C:3]=1[C:4](=[O:27])[C:5]([C:22]([OH:24])=[O:23])=[CH:6][N:7]2[CH2:12][C:13]1[CH:14]=[C:15]2[C:19](=[CH:20][CH:21]=1)[N:18]([CH3:28])[N:17]=[CH:16]2, predict the reactants needed to synthesize it. The reactants are: [F:1][C:2]1[CH:11]=[CH:10][CH:9]=[C:8]2[C:3]=1[C:4](=[O:27])[C:5]([C:22]([O:24]CC)=[O:23])=[CH:6][N:7]2[CH2:12][C:13]1[CH:14]=[C:15]2[C:19](=[CH:20][CH:21]=1)[NH:18][N:17]=[CH:16]2.[CH3:28]I.[H-].[Na+]. (6) Given the product [CH2:5]([O:4][C:2]([NH:12][C@@H:13]1[C:19](=[O:20])[N:18]2[C@H:21]([C:25]([O:27][C:28]([CH3:30])([CH3:29])[CH3:31])=[O:26])[CH2:22][CH2:23][CH2:24][N:17]2[C:16](=[O:32])[CH2:15][CH2:14]1)=[O:3])[C:6]1[CH:11]=[CH:10][CH:9]=[CH:8][CH:7]=1, predict the reactants needed to synthesize it. The reactants are: Cl[C:2]([O:4][CH2:5][C:6]1[CH:11]=[CH:10][CH:9]=[CH:8][CH:7]=1)=[O:3].[NH2:12][C@@H:13]1[C:19](=[O:20])[N:18]2[C@H:21]([C:25]([O:27][C:28]([CH3:31])([CH3:30])[CH3:29])=[O:26])[CH2:22][CH2:23][CH2:24][N:17]2[C:16](=[O:32])[CH2:15][CH2:14]1.C([O-])(O)=O.[Na+].O1CCOCC1. (7) Given the product [CH2:12]([O:11][C:9](=[O:10])[C:7]1[CH:8]=[C:3]([C:1]#[N:2])[C:4]([N:16]2[CH2:21][CH2:20][CH:19]([C:22](=[O:24])[NH:37][S:34]([CH2:33][C:27]3[CH:28]=[CH:29][C:30]([F:32])=[CH:31][C:26]=3[Cl:25])(=[O:35])=[O:36])[CH2:18][CH2:17]2)=[N:5][C:6]=1[O:14][CH3:15])[CH3:13], predict the reactants needed to synthesize it. The reactants are: [C:1]([C:3]1[C:4]([N:16]2[CH2:21][CH2:20][CH:19]([C:22]([OH:24])=O)[CH2:18][CH2:17]2)=[N:5][C:6]([O:14][CH3:15])=[C:7]([C:9]([O:11][CH2:12][CH3:13])=[O:10])[CH:8]=1)#[N:2].[Cl:25][C:26]1[CH:31]=[C:30]([F:32])[CH:29]=[CH:28][C:27]=1[CH2:33][S:34]([NH2:37])(=[O:36])=[O:35]. (8) Given the product [N+:16]([C:13]1[CH:12]=[CH:11][C:10]([C:9]2[O:19][C:2]3[CH:3]=[N:4][CH:5]=[CH:6][C:7]=3[N:8]=2)=[CH:15][CH:14]=1)([O-:18])=[O:17], predict the reactants needed to synthesize it. The reactants are: O[C:2]1[CH:3]=[N:4][CH:5]=[CH:6][C:7]=1[NH:8][C:9](=[O:19])[C:10]1[CH:15]=[CH:14][C:13]([N+:16]([O-:18])=[O:17])=[CH:12][CH:11]=1.[OH-].[Na+]. (9) The reactants are: [CH3:1][O:2][C:3](=[O:22])[C:4]1[CH:9]=[C:8]([O:10]COC)[C:7]([CH2:14][C:15]([CH3:17])=[CH2:16])=[C:6]([O:18]COC)[CH:5]=1.Cl. Given the product [CH3:1][O:2][C:3]([C:4]1[CH:9]=[C:8]([OH:10])[C:7]2[CH2:14][C:15]([CH3:17])([CH3:16])[O:18][C:6]=2[CH:5]=1)=[O:22], predict the reactants needed to synthesize it. (10) Given the product [NH2:15][C@@:8]([C:6]1[CH:7]=[C:2]([Br:1])[CH:3]=[CH:4][C:5]=1[F:22])([CH:9]([F:10])[F:11])[CH2:12][CH2:13][OH:14], predict the reactants needed to synthesize it. The reactants are: [Br:1][C:2]1[CH:3]=[CH:4][C:5]([F:22])=[C:6]([C@@:8]([NH:15][S@](C(C)(C)C)=O)([CH2:12][CH2:13][OH:14])[CH:9]([F:11])[F:10])[CH:7]=1.Cl.C([O-])([O-])=O.[Na+].[Na+].